Dataset: Full USPTO retrosynthesis dataset with 1.9M reactions from patents (1976-2016). Task: Predict the reactants needed to synthesize the given product. Given the product [F:1][C:2]1[C:6]2[CH:7]=[C:8]([F:28])[CH:9]=[C:10]([CH2:11][O:12][C:13]3[CH:18]=[CH:17][C:16]([CH2:19][CH2:20][C:21]([OH:23])=[O:22])=[C:15]([CH3:26])[C:14]=3[CH3:27])[C:5]=2[O:4][C:3]=1[CH3:29], predict the reactants needed to synthesize it. The reactants are: [F:1][C:2]1[C:6]2[CH:7]=[C:8]([F:28])[CH:9]=[C:10]([CH2:11][O:12][C:13]3[CH:18]=[CH:17][C:16]([CH2:19][CH2:20][C:21]([O:23]CC)=[O:22])=[C:15]([CH3:26])[C:14]=3[CH3:27])[C:5]=2[O:4][C:3]=1[CH3:29].O1CCCC1.[OH-].[Li+].